Task: Predict the product of the given reaction.. Dataset: Forward reaction prediction with 1.9M reactions from USPTO patents (1976-2016) (1) Given the reactants [C:1](#[N:5])[CH2:2][C:3]#[N:4].I[CH2:7][CH2:8][C:9]([F:18])([C:14]([F:17])([F:16])[F:15])[C:10]([F:13])([F:12])[F:11].C(=O)([O-])[O-].[K+].[K+].Cl, predict the reaction product. The product is: [F:18][C:9]([C:14]([F:17])([F:16])[F:15])([C:10]([F:13])([F:12])[F:11])[CH2:8][CH2:7][C:2]([CH2:7][CH2:8][C:9]([C:10]([F:11])([F:12])[F:13])([F:18])[C:14]([F:17])([F:16])[F:15])([C:1]#[N:5])[C:3]#[N:4]. (2) Given the reactants [CH2:1]([O:23][C:24]1[CH:29]=[CH:28][C:27]([CH:30]([C:32]2[CH:37]=[CH:36][C:35]([O:38][CH2:39][CH2:40][CH2:41][CH2:42][CH2:43][CH2:44][CH2:45][CH2:46][CH2:47][CH2:48][CH2:49][CH2:50][CH2:51][CH2:52][CH2:53][CH2:54][CH2:55][CH2:56][CH2:57][CH2:58][CH2:59][CH3:60])=[CH:34][CH:33]=2)O)=[CH:26][CH:25]=1)[CH2:2][CH2:3][CH2:4][CH2:5][CH2:6][CH2:7][CH2:8][CH2:9][CH2:10][CH2:11][CH2:12][CH2:13][CH2:14][CH2:15][CH2:16][CH2:17][CH2:18][CH2:19][CH2:20][CH2:21][CH3:22].[C:61](=[O:66])([O:63][CH2:64][CH3:65])[NH2:62].CS(O)(=O)=O.C(=O)([O-])[O-].[Na+].[Na+], predict the reaction product. The product is: [CH2:1]([O:23][C:24]1[CH:29]=[CH:28][C:27]([CH:30]([NH:62][C:61](=[O:66])[O:63][CH2:64][CH3:65])[C:32]2[CH:37]=[CH:36][C:35]([O:38][CH2:39][CH2:40][CH2:41][CH2:42][CH2:43][CH2:44][CH2:45][CH2:46][CH2:47][CH2:48][CH2:49][CH2:50][CH2:51][CH2:52][CH2:53][CH2:54][CH2:55][CH2:56][CH2:57][CH2:58][CH2:59][CH3:60])=[CH:34][CH:33]=2)=[CH:26][CH:25]=1)[CH2:2][CH2:3][CH2:4][CH2:5][CH2:6][CH2:7][CH2:8][CH2:9][CH2:10][CH2:11][CH2:12][CH2:13][CH2:14][CH2:15][CH2:16][CH2:17][CH2:18][CH2:19][CH2:20][CH2:21][CH3:22]. (3) Given the reactants C1C=CC(P(C2C=CC3C(=CC=CC=3)C=2C2C3C(=CC=CC=3)C=CC=2P(C2C=CC=CC=2)C2C=CC=CC=2)C2C=CC=CC=2)=CC=1.Br[C:48]1[C:53]2[CH:54]=[C:55]([C:57]([CH3:60])([CH3:59])[CH3:58])[O:56][C:52]=2[C:51]([C:61]#[N:62])=[CH:50][C:49]=1[C:63]1[CH:68]=[CH:67][CH:66]=[CH:65][CH:64]=1.[CH3:69][N:70]([CH3:76])[C@H:71]1[CH2:75][CH2:74][NH:73][CH2:72]1.CC(C)([O-])C.[Na+], predict the reaction product. The product is: [C:57]([C:55]1[O:56][C:52]2[C:51]([C:61]#[N:62])=[CH:50][C:49]([C:63]3[CH:68]=[CH:67][CH:66]=[CH:65][CH:64]=3)=[C:48]([N:73]3[CH2:74][CH2:75][C@H:71]([N:70]([CH3:76])[CH3:69])[CH2:72]3)[C:53]=2[CH:54]=1)([CH3:60])([CH3:59])[CH3:58]. (4) Given the reactants [O:1]1[C:5]2=[CH:6][CH:7]=[CH:8][C:9]([C:10]([OH:12])=O)=[C:4]2[CH2:3][CH2:2]1.[C:13]([O:17][C:18]([N:20]1[C@H:27]([CH2:28][NH2:29])[CH2:26][C@H:25]2[C@@H:21]1[CH2:22][CH2:23][CH2:24]2)=[O:19])([CH3:16])([CH3:15])[CH3:14], predict the reaction product. The product is: [C:13]([O:17][C:18]([N:20]1[C@H:27]([CH2:28][NH:29][C:10]([C:9]2[CH:8]=[CH:7][CH:6]=[C:5]3[O:1][CH2:2][CH2:3][C:4]=23)=[O:12])[CH2:26][C@H:25]2[C@@H:21]1[CH2:22][CH2:23][CH2:24]2)=[O:19])([CH3:16])([CH3:15])[CH3:14]. (5) Given the reactants [C:1]([O:5][C:6]([NH:8][CH2:9][C:10]1[CH:11]=[C:12](B(O)O)[CH:13]=[CH:14][CH:15]=1)=[O:7])([CH3:4])([CH3:3])[CH3:2].Br[C:20]1[CH:21]=[N:22][C:23]([C:26]([F:29])([F:28])[F:27])=[N:24][CH:25]=1.C(=O)([O-])[O-].[K+].[K+].O, predict the reaction product. The product is: [C:1]([O:5][C:6](=[O:7])[NH:8][CH2:9][C:10]1[CH:15]=[CH:14][CH:13]=[C:12]([C:20]2[CH:21]=[N:22][C:23]([C:26]([F:29])([F:28])[F:27])=[N:24][CH:25]=2)[CH:11]=1)([CH3:4])([CH3:3])[CH3:2]. (6) Given the reactants [OH-].[Li+].[Br:3][C:4]1[CH:5]=[C:6]([C:23]([O:25]C)=[O:24])[C:7]2[CH:8]=[N:9][N:10]([S:13]([C:16]3[CH:21]=[CH:20][C:19]([CH3:22])=[CH:18][CH:17]=3)(=[O:15])=[O:14])[C:11]=2[CH:12]=1.Cl, predict the reaction product. The product is: [Br:3][C:4]1[CH:5]=[C:6]([C:23]([OH:25])=[O:24])[C:7]2[CH:8]=[N:9][N:10]([S:13]([C:16]3[CH:17]=[CH:18][C:19]([CH3:22])=[CH:20][CH:21]=3)(=[O:15])=[O:14])[C:11]=2[CH:12]=1. (7) Given the reactants [C:1]([C:3]1[CH:4]=[C:5]2[CH:11]=[C:10]([C:12]([OH:14])=O)[NH:9][C:6]2=[CH:7][N:8]=1)#[N:2].Cl.[NH2:16][CH2:17][C:18]([C:20]1[CH:25]=[CH:24][CH:23]=[CH:22][CH:21]=1)=[O:19].CN1CCOCC1.C[N+]1(C2N=C(OC)N=C(OC)N=2)CCOCC1.[Cl-], predict the reaction product. The product is: [O:19]=[C:18]([C:20]1[CH:25]=[CH:24][CH:23]=[CH:22][CH:21]=1)[CH2:17][NH:16][C:12]([C:10]1[NH:9][C:6]2=[CH:7][N:8]=[C:3]([C:1]#[N:2])[CH:4]=[C:5]2[CH:11]=1)=[O:14].